Dataset: Full USPTO retrosynthesis dataset with 1.9M reactions from patents (1976-2016). Task: Predict the reactants needed to synthesize the given product. Given the product [NH2:8][C:5]1[CH:6]=[CH:7][C:2]([N:17]2[CH2:22][CH2:21][CH:20]([OH:23])[CH2:19][CH2:18]2)=[CH:3][CH:4]=1, predict the reactants needed to synthesize it. The reactants are: F[C:2]1[CH:7]=[CH:6][C:5]([N+:8]([O-])=O)=[CH:4][CH:3]=1.C([O-])([O-])=O.[K+].[K+].[NH:17]1[CH2:22][CH2:21][CH:20]([OH:23])[CH2:19][CH2:18]1.O.